This data is from Full USPTO retrosynthesis dataset with 1.9M reactions from patents (1976-2016). The task is: Predict the reactants needed to synthesize the given product. (1) Given the product [C:1]12([NH:6][C:7]([C:9]3[CH:10]=[C:11]([C:16]4[CH:17]=[C:18]5[C:25]([C:26]([NH:28][CH3:29])=[O:27])=[C:24]([C:30]6[CH:35]=[CH:34][C:33]([F:36])=[CH:32][CH:31]=6)[O:23][C:19]5=[N:20][C:21]=4/[CH:46]=[CH:45]/[CH3:50])[CH:12]=[CH:13][C:14]=3[F:15])=[O:8])[CH2:5][CH:3]([CH2:4]1)[CH2:2]2, predict the reactants needed to synthesize it. The reactants are: [C:1]12([NH:6][C:7]([C:9]3[CH:10]=[C:11]([C:16]4[CH:17]=[C:18]5[C:25]([C:26]([NH:28][CH3:29])=[O:27])=[C:24]([C:30]6[CH:35]=[CH:34][C:33]([F:36])=[CH:32][CH:31]=6)[O:23][C:19]5=[N:20][C:21]=4Cl)[CH:12]=[CH:13][C:14]=3[F:15])=[O:8])[CH2:5][CH:3]([CH2:4]1)[CH2:2]2.[O-]P([O-])([O-])=O.[K+].[K+].[K+].[CH:45]1(P(C2CCCCC2)C2C(C3C(OC)=CC=CC=3OC)=CC(S([O-])(=O)=O)=CC=2)[CH2:50]CCC[CH2:46]1.[Na+].CN1CC(=O)OB(/C=C/C)OC(=O)C1. (2) Given the product [CH3:44][N:43]([CH3:45])[C:39]1[N:38]=[C:37]([C:16]2[CH:15]=[CH:14][C:13]([C@@H:11]([N:7]3[CH2:6][CH2:5][C@:4]([CH2:3][C:2]([OH:1])([CH3:34])[CH3:35])([C:28]4[CH:29]=[CH:30][CH:31]=[CH:32][CH:33]=4)[O:9][C:8]3=[O:10])[CH3:12])=[CH:18][CH:17]=2)[CH:42]=[CH:41][CH:40]=1, predict the reactants needed to synthesize it. The reactants are: [OH:1][C:2]([CH3:35])([CH3:34])[CH2:3][C@@:4]1([C:28]2[CH:33]=[CH:32][CH:31]=[CH:30][CH:29]=2)[O:9][C:8](=[O:10])[N:7]([C@H:11]([C:13]2[CH:18]=[CH:17][C:16](B3OC(C)(C)C(C)(C)O3)=[CH:15][CH:14]=2)[CH3:12])[CH2:6][CH2:5]1.Br[C:37]1[CH:42]=[CH:41][CH:40]=[C:39]([N:43]([CH3:45])[CH3:44])[N:38]=1.